The task is: Binary Classification. Given a T-cell receptor sequence (or CDR3 region) and an epitope sequence, predict whether binding occurs between them.. This data is from TCR-epitope binding with 47,182 pairs between 192 epitopes and 23,139 TCRs. (1) The epitope is LLSAGIFGA. The TCR CDR3 sequence is CASSLGTVSGMYTGELFF. Result: 0 (the TCR does not bind to the epitope). (2) The epitope is MMISAGFSL. The TCR CDR3 sequence is CASSTFGATQETQYF. Result: 0 (the TCR does not bind to the epitope). (3) The epitope is FIAGLIAIV. The TCR CDR3 sequence is CSASSYGQYNSPLHF. Result: 1 (the TCR binds to the epitope). (4) The epitope is KAFSPEVIPMF. The TCR CDR3 sequence is CASSSRTGGTDTQYF. Result: 0 (the TCR does not bind to the epitope). (5) The epitope is KLNVGDYFV. The TCR CDR3 sequence is CASSPQGRYEQYF. Result: 0 (the TCR does not bind to the epitope). (6) The epitope is MLNIPSINV. The TCR CDR3 sequence is CASSLDLGASTDTQYF. Result: 1 (the TCR binds to the epitope). (7) The epitope is LPAADLDDF. The TCR CDR3 sequence is CASSDIGVFFTSHNQPQHF. Result: 0 (the TCR does not bind to the epitope). (8) The epitope is KLSYGIATV. The TCR CDR3 sequence is CSVEEVGLRPHEQYF. Result: 1 (the TCR binds to the epitope).